Dataset: NCI-60 drug combinations with 297,098 pairs across 59 cell lines. Task: Regression. Given two drug SMILES strings and cell line genomic features, predict the synergy score measuring deviation from expected non-interaction effect. Drug 1: CCN(CC)CCNC(=O)C1=C(NC(=C1C)C=C2C3=C(C=CC(=C3)F)NC2=O)C. Drug 2: CC1=C(N=C(N=C1N)C(CC(=O)N)NCC(C(=O)N)N)C(=O)NC(C(C2=CN=CN2)OC3C(C(C(C(O3)CO)O)O)OC4C(C(C(C(O4)CO)O)OC(=O)N)O)C(=O)NC(C)C(C(C)C(=O)NC(C(C)O)C(=O)NCCC5=NC(=CS5)C6=NC(=CS6)C(=O)NCCC[S+](C)C)O. Cell line: ACHN. Synergy scores: CSS=43.7, Synergy_ZIP=-3.98, Synergy_Bliss=-5.37, Synergy_Loewe=-20.9, Synergy_HSA=-3.26.